From a dataset of Reaction yield outcomes from USPTO patents with 853,638 reactions. Predict the reaction yield, written as a fraction of the theoretical maximum amount of product (1.0 means a 100% yield; for example, 0.34 means a 34% yield). (1) The reactants are [C:1]1(=[O:14])[C:6]2[CH:7]=[C:8]3[N:13]([C:5]=2[CH:4]=[CH:3][NH:2]1)[CH2:12][CH2:11][CH2:10][CH2:9]3.Br[C:16]1[N:23]=[CH:22][CH:21]=[C:20]([Cl:24])[C:17]=1[CH:18]=[O:19].COC1C2C(=C3C(=CC=2)C(OC)=CC=N3)N=CC=1.C([O-])([O-])=O.[K+].[K+]. The catalyst is [Cu]I.O1CCOCC1. The product is [Cl:24][C:20]1[C:17]([CH:18]=[O:19])=[C:16]([N:2]2[CH:3]=[CH:4][C:5]3[N:13]4[C:8]([CH2:9][CH2:10][CH2:11][CH2:12]4)=[CH:7][C:6]=3[C:1]2=[O:14])[N:23]=[CH:22][CH:21]=1. The yield is 0.210. (2) The reactants are NC1C=CC(S(NC2C=C(C=CC=2NS(C2C=CC(N)=CC=2)(=O)=O)C(OC)=O)(=O)=O)=CC=1.[NH2:33][C:34]1[CH:39]=[CH:38][C:37]([C:40]2[CH:45]=[CH:44][C:43]([F:46])=[C:42]([C:47]#[N:48])[CH:41]=2)=[CH:36][C:35]=1[N+:49]([O-])=O. The catalyst is [Pd]. The product is [NH2:49][C:35]1[CH:36]=[C:37]([C:40]2[CH:45]=[CH:44][C:43]([F:46])=[C:42]([C:47]#[N:48])[CH:41]=2)[CH:38]=[CH:39][C:34]=1[NH2:33]. The yield is 0.968. (3) The reactants are [CH3:1][O:2][CH2:3][CH:4]1[CH2:8][N:7]([C:9](OC(C)(C)C)=[O:10])[CH:6]([C:16]2[NH:20][C:19]3[C:21]4[C:26]([CH:27]=[CH:28][C:18]=3[N:17]=2)=[CH:25][C:24]2[C:29]3[C:34]([CH2:35][O:36][C:23]=2[CH:22]=4)=[CH:33][C:32]([B:37]2[O:41][C:40]([CH3:43])([CH3:42])[C:39]([CH3:45])([CH3:44])[O:38]2)=[CH:31][CH:30]=3)[CH2:5]1.Cl.[CH3:47][O:48][C@H:49]([CH3:59])[C@H:50]([NH:54][C:55]([O:57][CH3:58])=[O:56])C(O)=O.CN(C(ON1N=NC2C=CC=NC1=2)=[N+](C)C)C.F[P-](F)(F)(F)(F)F.CCN(C(C)C)C(C)C. The catalyst is C(Cl)Cl.CO. The product is [CH3:1][O:2][CH2:3][CH:4]1[CH2:8][N:7]([C:9](=[O:10])[CH:50]([NH:54][C:55](=[O:56])[O:57][CH3:58])[CH:49]([O:48][CH3:47])[CH3:59])[CH:6]([C:16]2[NH:20][C:19]3[C:21]4[C:26]([CH:27]=[CH:28][C:18]=3[N:17]=2)=[CH:25][C:24]2[C:29]3[C:34]([CH2:35][O:36][C:23]=2[CH:22]=4)=[CH:33][C:32]([B:37]2[O:38][C:39]([CH3:45])([CH3:44])[C:40]([CH3:42])([CH3:43])[O:41]2)=[CH:31][CH:30]=3)[CH2:5]1. The yield is 0.920. (4) The reactants are [F:1][C:2]1[CH:7]=[C:6]([C:8]([F:11])([F:10])[F:9])[CH:5]=[CH:4][C:3]=1[C:12]1[C:21]2[CH2:20][CH2:19][CH2:18][CH:17]([CH2:22][C:23](OCC)=[O:24])[C:16]=2[CH:15]=[N:14][CH:13]=1.[CH3:28][NH2:29].C[Al](C)C. The catalyst is C1COCC1. The product is [F:1][C:2]1[CH:7]=[C:6]([C:8]([F:10])([F:11])[F:9])[CH:5]=[CH:4][C:3]=1[C:12]1[C:21]2[CH2:20][CH2:19][CH2:18][CH:17]([CH2:22][C:23]([NH:29][CH3:28])=[O:24])[C:16]=2[CH:15]=[N:14][CH:13]=1. The yield is 0.950. (5) The reactants are [CH3:1][O:2][C:3]1[CH:4]=[C:5]2[C:10](=[CH:11][CH:12]=1)[NH:9][CH2:8][CH2:7][CH2:6]2.[Br-:13].[Br-].[Br-].[NH+]1C=CC=CC=1.[NH+]1C=CC=CC=1.[NH+]1C=CC=CC=1. The catalyst is C(Cl)Cl. The product is [Br:13][C:11]1[CH:12]=[C:3]([O:2][CH3:1])[CH:4]=[C:5]2[C:10]=1[NH:9][CH2:8][CH2:7][CH2:6]2. The yield is 0.320. (6) The reactants are [CH:1]1N=[CH:4][N:3]([C:6]([N:8]2C=N[CH:10]=[CH:9]2)=[O:7])[CH:2]=1.CCN(CC)CC.N[C@H]1C2[C:24](=[C:25]([C:30]3[N:34]=[C:33]([C:35]4[CH:36]=[CH:37][C:38]([O:43][CH:44]([CH3:46])[CH3:45])=[C:39]([CH:42]=4)[C:40]#[N:41])[O:32][N:31]=3)[CH:26]=[CH:27][CH:28]=2)[CH2:23][CH2:22]1.Cl.N1CC([OH:52])C1. The catalyst is C(Cl)Cl. The product is [C:40]([C:39]1[CH:42]=[C:35]([C:33]2[O:32][N:31]=[C:30]([C:25]3[CH:26]=[CH:27][CH:28]=[C:10]4[C:24]=3[CH2:23][CH2:22][C@H:9]4[NH:8][C:6]([N:3]3[CH2:2][CH:1]([OH:52])[CH2:4]3)=[O:7])[N:34]=2)[CH:36]=[CH:37][C:38]=1[O:43][CH:44]([CH3:46])[CH3:45])#[N:41]. The yield is 0.748.